The task is: Regression. Given a peptide amino acid sequence and an MHC pseudo amino acid sequence, predict their binding affinity value. This is MHC class I binding data.. This data is from Peptide-MHC class I binding affinity with 185,985 pairs from IEDB/IMGT. (1) The peptide sequence is GLVESVAGS. The MHC is HLA-A02:06 with pseudo-sequence HLA-A02:06. The binding affinity (normalized) is 0.680. (2) The peptide sequence is SILPISWAY. The MHC is HLA-A02:16 with pseudo-sequence HLA-A02:16. The binding affinity (normalized) is 0.0847. (3) The peptide sequence is FMDGKQACV. The MHC is HLA-A02:01 with pseudo-sequence HLA-A02:01. The binding affinity (normalized) is 1.00. (4) The peptide sequence is WGNVYVKF. The MHC is Mamu-B52 with pseudo-sequence Mamu-B52. The binding affinity (normalized) is 0.611. (5) The binding affinity (normalized) is 0.412. The MHC is HLA-A02:01 with pseudo-sequence HLA-A02:01. The peptide sequence is SICLDYIIV.